This data is from NCI-60 drug combinations with 297,098 pairs across 59 cell lines. The task is: Regression. Given two drug SMILES strings and cell line genomic features, predict the synergy score measuring deviation from expected non-interaction effect. (1) Drug 1: C1=CC(=CC=C1CCC2=CNC3=C2C(=O)NC(=N3)N)C(=O)NC(CCC(=O)O)C(=O)O. Drug 2: C1CCC(C(C1)N)N.C(=O)(C(=O)[O-])[O-].[Pt+4]. Cell line: OVCAR-5. Synergy scores: CSS=21.7, Synergy_ZIP=-7.82, Synergy_Bliss=-1.14, Synergy_Loewe=-0.287, Synergy_HSA=1.77. (2) Drug 1: CN1C2=C(C=C(C=C2)N(CCCl)CCCl)N=C1CCCC(=O)O.Cl. Drug 2: C1CN(P(=O)(OC1)NCCCl)CCCl. Cell line: SK-OV-3. Synergy scores: CSS=-0.358, Synergy_ZIP=1.46, Synergy_Bliss=3.42, Synergy_Loewe=-2.28, Synergy_HSA=0.504. (3) Drug 1: CC1=C(C(=CC=C1)Cl)NC(=O)C2=CN=C(S2)NC3=CC(=NC(=N3)C)N4CCN(CC4)CCO. Drug 2: CN1C2=C(C=C(C=C2)N(CCCl)CCCl)N=C1CCCC(=O)O.Cl. Cell line: RXF 393. Synergy scores: CSS=27.2, Synergy_ZIP=-5.81, Synergy_Bliss=4.92, Synergy_Loewe=-19.7, Synergy_HSA=4.42.